Dataset: Forward reaction prediction with 1.9M reactions from USPTO patents (1976-2016). Task: Predict the product of the given reaction. Given the reactants [C:1]1([CH:7]2[CH2:16][CH:15](O)[C:14]3[C:9](=[CH:10][C:11]([OH:18])=[CH:12][CH:13]=3)[O:8]2)[CH:6]=[CH:5][CH:4]=[CH:3][CH:2]=1.C([SiH](CC)CC)C.C(O)(C(F)(F)F)=O, predict the reaction product. The product is: [C:1]1([CH:7]2[CH2:16][CH2:15][C:14]3[C:9](=[CH:10][C:11]([OH:18])=[CH:12][CH:13]=3)[O:8]2)[CH:2]=[CH:3][CH:4]=[CH:5][CH:6]=1.